Dataset: Forward reaction prediction with 1.9M reactions from USPTO patents (1976-2016). Task: Predict the product of the given reaction. (1) Given the reactants [N:1]1[C:10]2[NH:9][CH2:8][CH2:7][CH2:6][C:5]=2[CH:4]=[CH:3][C:2]=1[CH2:11][CH2:12][CH2:13][NH2:14].[Cl:15][C:16]1[C:21]([CH3:22])=[C:20](Cl)[N:19]=[CH:18][N:17]=1, predict the reaction product. The product is: [Cl:15][C:16]1[N:17]=[CH:18][N:19]=[C:20]([NH:14][CH2:13][CH2:12][CH2:11][C:2]2[CH:3]=[CH:4][C:5]3[CH2:6][CH2:7][CH2:8][NH:9][C:10]=3[N:1]=2)[C:21]=1[CH3:22]. (2) Given the reactants [O:1]1[CH2:3][CH:2]1[CH2:4][O:5][C:6]1[CH:7]=[C:8]([CH2:12][OH:13])[CH:9]=[CH:10][CH:11]=1.[C:14]1([C:20]2[C:28]3[C:27]([N:29]4[CH2:34][CH2:33][CH:32]([NH2:35])[CH2:31][CH2:30]4)=[N:26][CH:25]=[N:24][C:23]=3[S:22][CH:21]=2)[CH:19]=[CH:18][CH:17]=[CH:16][CH:15]=1, predict the reaction product. The product is: [OH:13][CH2:12][C:8]1[CH:7]=[C:6]([CH:11]=[CH:10][CH:9]=1)[O:5][CH2:4][CH:2]([OH:1])[CH2:3][NH:35][CH:32]1[CH2:33][CH2:34][N:29]([C:27]2[C:28]3[C:20]([C:14]4[CH:19]=[CH:18][CH:17]=[CH:16][CH:15]=4)=[CH:21][S:22][C:23]=3[N:24]=[CH:25][N:26]=2)[CH2:30][CH2:31]1.